Dataset: Experimentally validated miRNA-target interactions with 360,000+ pairs, plus equal number of negative samples. Task: Binary Classification. Given a miRNA mature sequence and a target amino acid sequence, predict their likelihood of interaction. (1) The miRNA is hsa-miR-101-3p with sequence UACAGUACUGUGAUAACUGAA. The protein sequence of the target gene is MNGHSDEESVRNSSGESSQSDDDSGSASGSGSGSSSGSSSDGSSSQSGSSDSDSGSESGSQSESESDTSRENKVQAKPPKVDGAEFWKSSPSILAVQRSAILKKQQQQQQQQQHQASSNSGSEEDSSSSEDSDDSSSEVKRKKHKDEDWQMSGSGSPSQSGSDSESEEEREKSSCDETESDYEPKNKVKSRKPQNRSKSKNGKKILGQKKRQIDSSEEDDDEEDYDNDKRSSRRQATVNVSYKEDEEMKTDSDDLLEVCGEDVPQPEEEEFETIERFMDCRIGRKGATGATTTIYAVEAD.... Result: 0 (no interaction). (2) The miRNA is hsa-miR-205-3p with sequence GAUUUCAGUGGAGUGAAGUUC. The protein sequence of the target gene is MAPSGLKAVVGEKILSGVIRSVKKDGEWKVLIMDHPSMRILSSCCKMSDILAEGITIVEDINKRREPIPSLEAIYLLSPTEKSVQALIKDFQGTPTFTYKAAHIFFTDTCPEPLFSELGRSRLAKVVKTLKEIHLAFLPYEAQVFSLDAPHSTYNLYCPFRAEERTRQLEVLAQQIATLCATLQEYPAIRYRKGPEDTAQLAHAVLAKLNAFKADTPSLGEGPEKTRSQLLIMDRAADPVSPLLHELTFQAMAYDLLDIEQDTYRYETTGLSEAREKAVLLDEDDDLWVELRHMHIADVS.... Result: 1 (interaction). (3) The miRNA is hsa-miR-3074-3p with sequence GAUAUCAGCUCAGUAGGCACCG. The protein sequence of the target gene is MNSWDAGLAGLLVGTIGVSLLSNGLVLLCLLHSADIRRQAPALFTLNLTCGNLLCTVVNMPLTLAGVVAQRQPAGDRLCRLAAFLDTFLAANSMLSMAALSIDRWVAVVFPLSYRAKMRLRDAAFMVAYTWLHALTFPATALALSWLGFHQLYASCTLCSRRPDERLRFAVFTSAFHALSFLLSFIVLCFTYLKVLKVARFHCKRIDVITMQTLVLLVDIHPSVRERCLEEQKRRRQRATKKISTFIGTFLVCFAPYVITRLVELFSTAPIGSHWGVLSKCLAYSKAASDPFVYSLLRHQ.... Result: 0 (no interaction). (4) The miRNA is mmu-miR-466i-5p with sequence UGUGUGUGUGUGUGUGUGUG. The protein sequence of the target gene is MERSLKNVLVVSCGFLLLFTAYGGLQNLQSSLYSEQGLGVATLSTLYASVLLSSMFLPPILIKKCGCKWTIVGSMCCYVVFSLGNFHANWYTLIPTSILLGLGAAPLWSAQGTYLTTMGNLQAEKVGKLGKDVVNQYFGIFFLVFQSSGVWGNLISSLVFGKMSMQEAIPEEQLMSCGAKDCLMGPAATNSTHHPSQQLIYTLLGIYTGCGVLAILLVAVFLESLEDKLENEGERRPRPPPLWSTLLSTFMLFRDKRLCLLMFLPLYSGFQQEFLSGEYTKSYVTCALGIHFVGYVMICF.... Result: 1 (interaction). (5) The miRNA is hsa-miR-22-3p with sequence AAGCUGCCAGUUGAAGAACUGU. The protein sequence of the target gene is MAFRGWRPPPPPLLLLLLWVTGQAAPVAGLGSDAELQIERRFVPDECPRTVRSGDFVRYHYVGTFPDGQKFDSSYDRDSTFNVFVGKGQLITGMDQALVGMCVNERRFVKIPPKLAYGNEGVSGVIPPNSVLHFDVLLMDIWNSEDQVQIHTYFKPPSCPRTIQVSDFVRYHYNGTFLDGTLFDSSHNRMKTYDTYVGIGWLIPGMDKGLLGMCVGEKRIITIPPFLAYGEDGDGKDIPGQASLVFDVALLDLHNPKDSISIENKVVPENCERISQSGDFLRYHYNGTLLDGTLFDSSYS.... Result: 0 (no interaction). (6) The miRNA is mmu-miR-298-5p with sequence GGCAGAGGAGGGCUGUUCUUCCC. The protein sequence of the target gene is MSVTSWFLVSSSGTRHRLPRELIFVGRDECELMLQSRSVDKQHAVINYDQDRDEHWVKDLGSLNGTFVNDVRIPDQKYITLKLNDVIRFGYDSNMYVLERVQHRVPEEALKHEKYTSQLQVSVKVSAPKRGDALPDHTPYCESSQPRPEKGDRRHGAEAVAYRTPLYGQPSWWGEDDSGAPSEDRHQEEPYSERPKDLAQQNGELDSCRAPAEPPDYSFRREPSYFEIPTKETPQPPRLPEVPTQEVPTKDQEAGVGGTAPVVQSHASFTIEFDDCSPGKVKIKDHITKFSLRQRRAPSK.... Result: 1 (interaction).